This data is from NCI-60 drug combinations with 297,098 pairs across 59 cell lines. The task is: Regression. Given two drug SMILES strings and cell line genomic features, predict the synergy score measuring deviation from expected non-interaction effect. (1) Drug 1: CC1C(C(CC(O1)OC2CC(CC3=C2C(=C4C(=C3O)C(=O)C5=C(C4=O)C(=CC=C5)OC)O)(C(=O)C)O)N)O.Cl. Drug 2: CCN(CC)CCCC(C)NC1=C2C=C(C=CC2=NC3=C1C=CC(=C3)Cl)OC. Cell line: OVCAR-5. Synergy scores: CSS=49.3, Synergy_ZIP=-0.101, Synergy_Bliss=3.56, Synergy_Loewe=-0.506, Synergy_HSA=3.52. (2) Drug 1: C1CN1C2=NC(=NC(=N2)N3CC3)N4CC4. Drug 2: COC1=C2C(=CC3=C1OC=C3)C=CC(=O)O2. Cell line: MDA-MB-435. Synergy scores: CSS=9.99, Synergy_ZIP=-1.26, Synergy_Bliss=2.26, Synergy_Loewe=-7.39, Synergy_HSA=-0.681. (3) Drug 1: CC1=C(C=C(C=C1)NC(=O)C2=CC=C(C=C2)CN3CCN(CC3)C)NC4=NC=CC(=N4)C5=CN=CC=C5. Drug 2: CN1C2=C(C=C(C=C2)N(CCCl)CCCl)N=C1CCCC(=O)O.Cl. Cell line: CCRF-CEM. Synergy scores: CSS=-4.17, Synergy_ZIP=0.903, Synergy_Bliss=-2.45, Synergy_Loewe=-8.74, Synergy_HSA=-8.96. (4) Drug 1: C1=CC(=CC=C1CCCC(=O)O)N(CCCl)CCCl. Drug 2: B(C(CC(C)C)NC(=O)C(CC1=CC=CC=C1)NC(=O)C2=NC=CN=C2)(O)O. Cell line: CCRF-CEM. Synergy scores: CSS=35.4, Synergy_ZIP=-8.26, Synergy_Bliss=-17.5, Synergy_Loewe=-16.3, Synergy_HSA=-14.2. (5) Drug 2: C(CC(=O)O)C(=O)CN.Cl. Cell line: SF-268. Drug 1: C1=CC(=CC=C1CCC2=CNC3=C2C(=O)NC(=N3)N)C(=O)NC(CCC(=O)O)C(=O)O. Synergy scores: CSS=18.5, Synergy_ZIP=-7.79, Synergy_Bliss=-6.06, Synergy_Loewe=-9.42, Synergy_HSA=-1.79. (6) Drug 1: CCC1(CC2CC(C3=C(CCN(C2)C1)C4=CC=CC=C4N3)(C5=C(C=C6C(=C5)C78CCN9C7C(C=CC9)(C(C(C8N6C)(C(=O)OC)O)OC(=O)C)CC)OC)C(=O)OC)O.OS(=O)(=O)O. Drug 2: COCCOC1=C(C=C2C(=C1)C(=NC=N2)NC3=CC=CC(=C3)C#C)OCCOC.Cl. Cell line: ACHN. Synergy scores: CSS=25.8, Synergy_ZIP=3.51, Synergy_Bliss=3.61, Synergy_Loewe=2.65, Synergy_HSA=3.77. (7) Drug 1: C1CCC(CC1)NC(=O)N(CCCl)N=O. Drug 2: CC1CCC2CC(C(=CC=CC=CC(CC(C(=O)C(C(C(=CC(C(=O)CC(OC(=O)C3CCCCN3C(=O)C(=O)C1(O2)O)C(C)CC4CCC(C(C4)OC)O)C)C)O)OC)C)C)C)OC. Cell line: SK-MEL-28. Synergy scores: CSS=16.9, Synergy_ZIP=-5.11, Synergy_Bliss=-5.93, Synergy_Loewe=-2.84, Synergy_HSA=-2.54.